Dataset: Forward reaction prediction with 1.9M reactions from USPTO patents (1976-2016). Task: Predict the product of the given reaction. (1) Given the reactants [NH2:1][C:2]1[CH:3]=[C:4]([CH:8]=[CH:9][CH:10]=1)[C:5]([OH:7])=[O:6].N1C=CC=CC=1.[CH3:17][S:18](Cl)(=[O:20])=[O:19], predict the reaction product. The product is: [CH3:17][S:18]([NH:1][C:2]1[CH:3]=[C:4]([CH:8]=[CH:9][CH:10]=1)[C:5]([OH:7])=[O:6])(=[O:20])=[O:19]. (2) Given the reactants [Cl:1][C:2]1[CH:7]=[CH:6][C:5]([CH2:8][C:9]([O:11][CH3:12])=[O:10])=[CH:4][CH:3]=1.[CH2:13]=[O:14].Cl, predict the reaction product. The product is: [Cl:1][C:2]1[CH:3]=[CH:4][C:5]([CH:8]([CH2:13][OH:14])[C:9]([O:11][CH3:12])=[O:10])=[CH:6][CH:7]=1. (3) Given the reactants [F:1][C:2]([F:14])([O:6][C:7]1[CH:12]=[CH:11][C:10]([CH3:13])=[CH:9][CH:8]=1)[CH:3]([F:5])[F:4].[Br:15]N1C(=O)CCC1=O, predict the reaction product. The product is: [F:1][C:2]([F:14])([O:6][C:7]1[CH:12]=[CH:11][C:10]([CH2:13][Br:15])=[CH:9][CH:8]=1)[CH:3]([F:4])[F:5]. (4) Given the reactants [C@@H:1]12[N:8]([C:9]([C:11]3[CH:16]=[CH:15][CH:14]=[CH:13][C:12]=3[C:17]3[S:18][CH:19]=[CH:20][CH:21]=3)=[O:10])[CH2:7][C@@H:6]1[CH2:5][CH2:4][NH:3][CH2:2]2.C1(C2C=CC=CC=2)C=CC=CC=1C(N1C2C(CCNC2)C1)=O.Cl[C:45]1[N:50]=[C:49]([CH3:51])[CH:48]=[C:47]([CH3:52])[N:46]=1.ClC1C=NC2C(=CC=CC=2)N=1, predict the reaction product. The product is: [CH3:52][C:47]1[CH:48]=[C:49]([CH3:51])[N:50]=[C:45]([N:3]2[CH2:4][CH2:5][C@@H:6]3[C@@H:1]([N:8]([C:9]([C:11]4[CH:16]=[CH:15][CH:14]=[CH:13][C:12]=4[C:17]4[S:18][CH:19]=[CH:20][CH:21]=4)=[O:10])[CH2:7]3)[CH2:2]2)[N:46]=1.